Dataset: Full USPTO retrosynthesis dataset with 1.9M reactions from patents (1976-2016). Task: Predict the reactants needed to synthesize the given product. (1) Given the product [CH:18]1([O:24][CH2:3][C:4]2[N:5]([CH2:9][C:10]3[CH:15]=[C:14]([Cl:16])[CH:13]=[C:12]([Cl:17])[CH:11]=3)[CH:6]=[CH:7][N:8]=2)[CH2:23][CH2:22][CH2:21][CH2:20][CH2:19]1, predict the reactants needed to synthesize it. The reactants are: Cl.Cl[CH2:3][C:4]1[N:5]([CH2:9][C:10]2[CH:15]=[C:14]([Cl:16])[CH:13]=[C:12]([Cl:17])[CH:11]=2)[CH:6]=[CH:7][N:8]=1.[CH:18]1([OH:24])[CH2:23][CH2:22][CH2:21][CH2:20][CH2:19]1. (2) Given the product [Cl:15][C:16]1[CH:17]=[C:18]([CH:19]=[CH:20][CH:21]=1)[CH2:22][C:23]1[NH:14][C:12](=[O:13])[C:3]2[CH:4]=[N:5][N:6]([CH:7]3[CH2:11][CH2:10][CH2:9][CH2:8]3)[C:2]=2[N:1]=1, predict the reactants needed to synthesize it. The reactants are: [NH2:1][C:2]1[N:6]([CH:7]2[CH2:11][CH2:10][CH2:9][CH2:8]2)[N:5]=[CH:4][C:3]=1[C:12]([NH2:14])=[O:13].[Cl:15][C:16]1[CH:17]=[C:18]([CH2:22][C:23](OCC)=O)[CH:19]=[CH:20][CH:21]=1.C(O)C.[H-].[Na+].